Dataset: Full USPTO retrosynthesis dataset with 1.9M reactions from patents (1976-2016). Task: Predict the reactants needed to synthesize the given product. (1) The reactants are: C([O:3][C:4](=O)[CH2:5][C@H:6]1[CH2:11][CH2:10][C@H:9]([NH:12][C:13]([O:15][C:16]([CH3:19])([CH3:18])[CH3:17])=[O:14])[CH2:8][CH2:7]1)C.[H-].C([Al+]CC(C)C)C(C)C.O. Given the product [C:16]([O:15][C:13](=[O:14])[NH:12][C@H:9]1[CH2:8][CH2:7][C@H:6]([CH2:5][CH:4]=[O:3])[CH2:11][CH2:10]1)([CH3:19])([CH3:17])[CH3:18], predict the reactants needed to synthesize it. (2) Given the product [F:21][C@@H:19]1[CH2:20][N:16]([C:14](=[O:15])[CH2:13][NH:12][C:7]23[CH2:10][CH2:11][C:4]([C:1]([NH:24][C:25]4[S:26][CH:27]=[C:28]([C:30]5[CH:35]=[CH:34][N:33]=[CH:32][CH:31]=5)[N:29]=4)=[O:3])([CH2:5][CH2:6]2)[CH2:9][CH2:8]3)[C@H:17]([C:22]#[N:23])[CH2:18]1, predict the reactants needed to synthesize it. The reactants are: [C:1]([C:4]12[CH2:11][CH2:10][C:7]([NH:12][CH2:13][C:14]([N:16]3[CH2:20][C@@H:19]([F:21])[CH2:18][C@H:17]3[C:22]#[N:23])=[O:15])([CH2:8][CH2:9]1)[CH2:6][CH2:5]2)([OH:3])=O.[NH2:24][C:25]1[S:26][CH:27]=[C:28]([C:30]2[CH:35]=[CH:34][N:33]=[CH:32][CH:31]=2)[N:29]=1.